Dataset: Reaction yield outcomes from USPTO patents with 853,638 reactions. Task: Predict the reaction yield, written as a fraction of the theoretical maximum amount of product (1.0 means a 100% yield; for example, 0.34 means a 34% yield). (1) The reactants are C(OC([N:8](C(OC(C)(C)C)=O)[C:9]1[N:14]=[C:13]([C:15]2[N:16]=[C:17]([N:24]([C:32]3[CH:37]=[CH:36][C:35]([N:38]4[CH2:43][CH2:42][N:41]([CH:44]5[CH2:47][O:46][CH2:45]5)[CH2:40][CH2:39]4)=[CH:34][CH:33]=3)C(=O)OC(C)(C)C)[C:18]3[N:19]([CH:21]=[CH:22][N:23]=3)[CH:20]=2)[CH:12]=[N:11][CH:10]=1)=O)(C)(C)C.C(O)(C(F)(F)F)=O.C(=O)(O)[O-].[Na+]. The catalyst is C(Cl)Cl. The product is [NH2:8][C:9]1[N:14]=[C:13]([C:15]2[N:16]=[C:17]([NH:24][C:32]3[CH:33]=[CH:34][C:35]([N:38]4[CH2:43][CH2:42][N:41]([CH:44]5[CH2:47][O:46][CH2:45]5)[CH2:40][CH2:39]4)=[CH:36][CH:37]=3)[C:18]3[N:19]([CH:21]=[CH:22][N:23]=3)[CH:20]=2)[CH:12]=[N:11][CH:10]=1. The yield is 0.830. (2) The reactants are Cl.[F:2][C:3]1[CH:4]=[C:5](/[CH:10]=[CH:11]/[C:12]([NH:14][CH:15]([CH2:19][N:20]([CH3:22])[CH3:21])[C:16]([OH:18])=O)=[O:13])[CH:6]=[CH:7][C:8]=1[F:9].N1(OC(N(C)C)=[N+](C)C)C2N=CC=CC=2N=N1.Cl.[F:41][C:42]1[CH:53]=[C:52]2[C:45]([NH:46][CH:47]=[C:48]2[CH2:49][CH2:50][NH2:51])=[CH:44][CH:43]=1.C(N(CC)C(C)C)(C)C. The catalyst is CN(C)C=O. The product is [F:2][C:3]1[CH:4]=[C:5](/[CH:10]=[CH:11]/[C:12]([NH:14][CH:15]([CH2:19][N:20]([CH3:22])[CH3:21])[C:16]([NH:51][CH2:50][CH2:49][C:48]2[C:52]3[C:45](=[CH:44][CH:43]=[C:42]([F:41])[CH:53]=3)[NH:46][CH:47]=2)=[O:18])=[O:13])[CH:6]=[CH:7][C:8]=1[F:9]. The yield is 0.0230.